This data is from Forward reaction prediction with 1.9M reactions from USPTO patents (1976-2016). The task is: Predict the product of the given reaction. Given the reactants [F:1][C:2]1[CH:7]=[CH:6][C:5]([C:8]2[CH:13]=[CH:12][CH:11]=[C:10]([CH:14]=O)[CH:9]=2)=[CH:4][CH:3]=1.[C@@H:16]1([NH2:26])[C:25]2[C:20](=[CH:21][CH:22]=[CH:23][CH:24]=2)[CH2:19][CH2:18][CH2:17]1, predict the reaction product. The product is: [F:1][C:2]1[CH:7]=[CH:6][C:5]([C:8]2[CH:13]=[CH:12][CH:11]=[C:10]([CH2:14][NH:26][C@@H:16]3[C:25]4[C:20](=[CH:21][CH:22]=[CH:23][CH:24]=4)[CH2:19][CH2:18][CH2:17]3)[CH:9]=2)=[CH:4][CH:3]=1.